This data is from Forward reaction prediction with 1.9M reactions from USPTO patents (1976-2016). The task is: Predict the product of the given reaction. (1) The product is: [CH2:20]([O:19][C:17](=[O:18])[C:16]([NH:10][C:6]1[CH:7]=[CH:8][C:3]([N:2]([CH3:9])[CH3:1])=[CH:4][CH:5]=1)=[O:22])[CH3:21]. Given the reactants [CH3:1][N:2]([CH3:9])[C:3]1[CH:8]=[CH:7][CH:6]=[CH:5][CH:4]=1.[N:10]1C=CC=CC=1.[C:16](Cl)(=[O:22])[C:17]([O:19][CH2:20][CH3:21])=[O:18], predict the reaction product. (2) Given the reactants [C:1]([O:4][C:5]1[C:6](=[CH:10][CH:11]=[CH:12][CH:13]=1)[C:7](O)=[O:8])(=[O:3])[CH3:2].S(Cl)([Cl:16])=O, predict the reaction product. The product is: [C:1]([O:4][C:5]1[C:6](=[CH:10][CH:11]=[CH:12][CH:13]=1)[C:7]([Cl:16])=[O:8])(=[O:3])[CH3:2]. (3) Given the reactants C([O:3][C:4]([C:6]1([NH:15][C:16]([C:18]2[C:19]([NH:24][CH2:25][CH2:26][CH:27]=C)=[N:20][CH:21]=[CH:22][CH:23]=2)=[O:17])[CH2:14][C:13]2[C:8](=[CH:9][CH:10]=[CH:11][CH:12]=2)[CH2:7]1)=[O:5])C.O1CCOC[CH2:30]1.CO, predict the reaction product. The product is: [CH2:25]([N:24]([CH3:30])[C:19]1[C:18]([C:16]([NH:15][C:6]2([C:4]([OH:3])=[O:5])[CH2:7][C:8]3[C:13](=[CH:12][CH:11]=[CH:10][CH:9]=3)[CH2:14]2)=[O:17])=[CH:23][CH:22]=[CH:21][N:20]=1)[CH:26]=[CH2:27]. (4) Given the reactants [Cl:1][C:2]1[CH:3]=[C:4]([C:12]2[CH:17]=[C:16]([CH:18]([F:20])[F:19])[N:15]3[N:21]=[CH:22][C:23]([C:24]([OH:26])=O)=[C:14]3[N:13]=2)[CH:5]=[CH:6][C:7]=1[C:8]([F:11])([F:10])[F:9].[S:27]([C:31]1[CH:32]=[C:33]([NH2:37])[CH:34]=[CH:35][CH:36]=1)(=[O:30])(=[O:29])[NH2:28], predict the reaction product. The product is: [S:27]([C:31]1[CH:32]=[C:33]([NH:37][C:24]([C:23]2[CH:22]=[N:21][N:15]3[C:16]([CH:18]([F:19])[F:20])=[CH:17][C:12]([C:4]4[CH:5]=[CH:6][C:7]([C:8]([F:11])([F:10])[F:9])=[C:2]([Cl:1])[CH:3]=4)=[N:13][C:14]=23)=[O:26])[CH:34]=[CH:35][CH:36]=1)(=[O:29])(=[O:30])[NH2:28]. (5) Given the reactants [F:1][C:2]1[CH:10]=[C:9]2[C:5]([C:6](/[CH:30]=[CH:31]/[C:32]3[CH:37]=[CH:36][CH:35]=[C:34]([F:38])[CH:33]=3)=[N:7][N:8]2[C:11]([C:24]2[CH:29]=[CH:28][CH:27]=[CH:26][CH:25]=2)([C:18]2[CH:23]=[CH:22][CH:21]=[CH:20][CH:19]=2)[C:12]2[CH:17]=[CH:16][CH:15]=[CH:14][CH:13]=2)=[CH:4][C:3]=1C(O)=O.C([N:44]([CH2:47]C)CC)C.[CH3:49][C:50]([OH:53])([CH3:52])[CH3:51].C1(P(N=[N+]=[N-])(C2C=CC=CC=2)=[O:61])C=CC=CC=1, predict the reaction product. The product is: [C:50]([O:53][C:47](=[O:61])[NH:44][C:3]1[CH:4]=[C:5]2[C:9](=[CH:10][C:2]=1[F:1])[N:8]([C:11]([C:18]1[CH:23]=[CH:22][CH:21]=[CH:20][CH:19]=1)([C:24]1[CH:29]=[CH:28][CH:27]=[CH:26][CH:25]=1)[C:12]1[CH:17]=[CH:16][CH:15]=[CH:14][CH:13]=1)[N:7]=[C:6]2/[CH:30]=[CH:31]/[C:32]1[CH:37]=[CH:36][CH:35]=[C:34]([F:38])[CH:33]=1)([CH3:52])([CH3:51])[CH3:49]. (6) Given the reactants [F:1][C:2]([F:7])([F:6])[CH2:3][CH2:4][OH:5].[H-].[Na+].F[C:11]1[CH:16]=[CH:15][C:14]([N+:17]([O-:19])=[O:18])=[CH:13][CH:12]=1.[Cl-].[NH4+], predict the reaction product. The product is: [F:1][C:2]([F:7])([F:6])[CH2:3][CH2:4][O:5][C:11]1[CH:16]=[CH:15][C:14]([N+:17]([O-:19])=[O:18])=[CH:13][CH:12]=1. (7) Given the reactants [Cl:1][C:2]1[CH:3]=[C:4]([C:9](=[O:21])[C:10]2[CH:15]=[CH:14][C:13]([S:16]C(Cl)(Cl)Cl)=[CH:12][CH:11]=2)[CH:5]=[C:6]([Cl:8])[CH:7]=1, predict the reaction product. The product is: [Cl:1][C:2]1[CH:3]=[C:4]([C:9](=[O:21])[C:10]2[CH:11]=[CH:12][C:13]([SH:16])=[CH:14][CH:15]=2)[CH:5]=[C:6]([Cl:8])[CH:7]=1. (8) Given the reactants [OH:1][C:2]1[CH:3]=[C:4]2[C:9](=[CH:10][CH:11]=1)[C:8](=[O:12])[CH2:7][CH2:6][CH2:5]2.[CH3:13][N:14]([C:18]1[CH:23]=[CH:22][CH:21]=[CH:20][CH:19]=1)[C:15](Cl)=[O:16], predict the reaction product. The product is: [O:12]=[C:8]1[CH2:7][CH2:6][CH2:5][C:4]2[CH:3]=[C:2]([O:1][C:15](=[O:16])[N:14]([CH3:13])[C:18]3[CH:23]=[CH:22][CH:21]=[CH:20][CH:19]=3)[CH:11]=[CH:10][C:9]1=2. (9) Given the reactants C(S([NH:7][CH:8]([C:25]1[CH:30]=[CH:29][C:28]([Cl:31])=[CH:27][CH:26]=1)[C:9]1[C:13]([C:14]#[N:15])=[C:12]([N:16]2[CH2:21][CH2:20][O:19][CH2:18][CH2:17]2)[S:11][C:10]=1[C:22]([OH:24])=[O:23])=O)(C)(C)C.Cl, predict the reaction product. The product is: [ClH:31].[NH2:7][CH:8]([C:25]1[CH:30]=[CH:29][C:28]([Cl:31])=[CH:27][CH:26]=1)[C:9]1[C:13]([C:14]#[N:15])=[C:12]([N:16]2[CH2:17][CH2:18][O:19][CH2:20][CH2:21]2)[S:11][C:10]=1[C:22]([OH:24])=[O:23]. (10) Given the reactants [Cl:1][C:2]1[CH:7]=[CH:6][CH:5]=[C:4]([Cl:8])[C:3]=1[C:9]1[N:10]([CH3:20])[N:11]=[C:12]2[C:17](Cl)=[N:16][C:15]([CH3:19])=[N:14][C:13]=12.[CH2:21]([NH2:24])[CH2:22][NH2:23], predict the reaction product. The product is: [NH2:23][CH2:22][CH2:21][NH:24][C:17]1[C:12]2=[N:11][N:10]([CH3:20])[C:9]([C:3]3[C:2]([Cl:1])=[CH:7][CH:6]=[CH:5][C:4]=3[Cl:8])=[C:13]2[N:14]=[C:15]([CH3:19])[N:16]=1.